Dataset: Reaction yield outcomes from USPTO patents with 853,638 reactions. Task: Predict the reaction yield, written as a fraction of the theoretical maximum amount of product (1.0 means a 100% yield; for example, 0.34 means a 34% yield). (1) The reactants are [Cl:1][C:2]1[CH:3]=[C:4]([CH:9]([C:24]([F:27])([F:26])[F:25])/[CH:10]=[CH:11]/[C:12]2[CH:13]=[CH:14][C:15]([N:19]3[CH:23]=[N:22][CH:21]=[N:20]3)=[C:16]([CH:18]=2)[NH2:17])[CH:5]=[C:6]([Cl:8])[CH:7]=1.[CH2:28](N(CC)CC)C.CI. The catalyst is C(Cl)Cl. The product is [Cl:1][C:2]1[CH:3]=[C:4]([CH:9]([C:24]([F:26])([F:25])[F:27])/[CH:10]=[CH:11]/[C:12]2[CH:13]=[CH:14][C:15]([N:19]3[CH:23]=[N:22][CH:21]=[N:20]3)=[C:16]([CH:18]=2)[NH:17][CH3:28])[CH:5]=[C:6]([Cl:8])[CH:7]=1. The yield is 0.700. (2) The catalyst is O.CCO. The yield is 0.820. The product is [F:1][C:2]([F:33])([F:34])[C:3]1[CH:4]=[CH:5][C:6]([C:9]2[CH:10]=[C:11]([CH:30]=[CH:31][CH:32]=2)[CH2:12][O:13][C:14]2[CH:15]=[C:16]3[C:21](=[CH:22][CH:23]=2)[CH:20]([CH2:24][C:25]([OH:27])=[O:26])[C:19](=[CH2:29])[CH2:18][CH2:17]3)=[CH:7][CH:8]=1. The reactants are [F:1][C:2]([F:34])([F:33])[C:3]1[CH:8]=[CH:7][C:6]([C:9]2[CH:10]=[C:11]([CH:30]=[CH:31][CH:32]=2)[CH2:12][O:13][C:14]2[CH:15]=[C:16]3[C:21](=[CH:22][CH:23]=2)[CH:20]([CH2:24][C:25]([O:27]C)=[O:26])[C:19](=[CH2:29])[CH2:18][CH2:17]3)=[CH:5][CH:4]=1.[OH-].[Na+]. (3) The reactants are [CH2:1]([O:3][C:4]([C@H:6]1[C:10](=[O:11])[CH:9]([NH:12][C:13]([O:15][C:16]([CH3:19])([CH3:18])[CH3:17])=[O:14])[CH2:8][S:7]1)=[O:5])[CH3:2].[BH4-].[Na+].CC(C)=O.C(O)(=O)C. The catalyst is CCO. The product is [CH2:1]([O:3][C:4]([C@H:6]1[CH:10]([OH:11])[CH:9]([NH:12][C:13]([O:15][C:16]([CH3:17])([CH3:19])[CH3:18])=[O:14])[CH2:8][S:7]1)=[O:5])[CH3:2]. The yield is 0.990.